This data is from Full USPTO retrosynthesis dataset with 1.9M reactions from patents (1976-2016). The task is: Predict the reactants needed to synthesize the given product. (1) Given the product [CH2:1]([N:8]1[C:13]([CH2:15][O:16][Si:24]([C:27]([CH3:30])([CH3:29])[CH3:28])([CH3:26])[CH3:25])([CH3:14])[CH2:12][O:11][CH:10]([CH3:17])[C:9]1=[O:18])[C:2]1[CH:3]=[CH:4][CH:5]=[CH:6][CH:7]=1, predict the reactants needed to synthesize it. The reactants are: [CH2:1]([N:8]1[C:13]([CH2:15][OH:16])([CH3:14])[CH2:12][O:11][CH:10]([CH3:17])[C:9]1=[O:18])[C:2]1[CH:7]=[CH:6][CH:5]=[CH:4][CH:3]=1.N1C=CN=C1.[Si:24](Cl)([C:27]([CH3:30])([CH3:29])[CH3:28])([CH3:26])[CH3:25]. (2) Given the product [CH2:1]([O:8][C:9]([N:11]1[CH2:12][CH2:13][CH:14]([CH2:17][C:18]2[N:38]3[CH:39]=[CH:40][N:41]=[C:42]([Cl:43])[C:37]3=[C:20]([C:21]3[CH:30]=[C:29]4[C:24]([CH:25]=[CH:26][C:27]([C:31]5[CH:32]=[CH:33][CH:34]=[CH:35][CH:36]=5)=[N:28]4)=[CH:23][CH:22]=3)[N:19]=2)[CH2:15][CH2:16]1)=[O:10])[C:2]1[CH:3]=[CH:4][CH:5]=[CH:6][CH:7]=1, predict the reactants needed to synthesize it. The reactants are: [CH2:1]([O:8][C:9]([N:11]1[CH2:16][CH2:15][CH:14]([CH2:17][C:18](=O)[NH:19][CH:20]([C:37]2[C:42]([Cl:43])=[N:41][CH:40]=[CH:39][N:38]=2)[C:21]2[CH:30]=[C:29]3[C:24]([CH:25]=[CH:26][C:27]([C:31]4[CH:36]=[CH:35][CH:34]=[CH:33][CH:32]=4)=[N:28]3)=[CH:23][CH:22]=2)[CH2:13][CH2:12]1)=[O:10])[C:2]1[CH:7]=[CH:6][CH:5]=[CH:4][CH:3]=1.O=P(Cl)(Cl)Cl.CN(C=O)C.